From a dataset of Full USPTO retrosynthesis dataset with 1.9M reactions from patents (1976-2016). Predict the reactants needed to synthesize the given product. (1) Given the product [Cl:16][C:17]1[N:18]=[C:19]([C:24]([NH:1][C@@H:2]2[CH2:7][CH2:6][N:5]([C:8]([O:10][C:11]([CH3:12])([CH3:14])[CH3:13])=[O:9])[CH2:4][C@H:3]2[OH:15])=[O:25])[NH:20][C:21]=1[CH2:22][CH3:23], predict the reactants needed to synthesize it. The reactants are: [NH2:1][C@@H:2]1[CH2:7][CH2:6][N:5]([C:8]([O:10][C:11]([CH3:14])([CH3:13])[CH3:12])=[O:9])[CH2:4][C@H:3]1[OH:15].[Cl:16][C:17]1[N:18]=[C:19]([C:24](O)=[O:25])[NH:20][C:21]=1[CH2:22][CH3:23].O.ON1C2C=CC=CC=2N=N1.CCN=C=NCCCN(C)C.Cl.C(N(CC)CC)C. (2) Given the product [Cl:38][C:39]1[C:44]([O:45][CH3:46])=[N:43][C:42](/[CH:47]=[CH:19]\[CH:20]2[CH2:21][CH2:22][O:23][CH2:24][CH2:25]2)=[CH:41][CH:40]=1, predict the reactants needed to synthesize it. The reactants are: C[Si](C)(C)[N-][Si](C)(C)C.[Li+].[I-].C1([P+](C2C=CC=CC=2)(C2C=CC=CC=2)[CH2:19][CH:20]2[CH2:25][CH2:24][O:23][CH2:22][CH2:21]2)C=CC=CC=1.[Cl:38][C:39]1[CH:40]=[CH:41][C:42]([CH:47]=O)=[N:43][C:44]=1[O:45][CH3:46].O.